The task is: Predict which catalyst facilitates the given reaction.. This data is from Catalyst prediction with 721,799 reactions and 888 catalyst types from USPTO. (1) Reactant: [N:1]1[C:5]2[CH:6]=[CH:7][CH:8]=[CH:9][C:4]=2[NH:3][CH:2]=1.[H-].[Na+].F[C:13]1[CH:20]=[CH:19][CH:18]=[CH:17][C:14]=1[C:15]#[N:16]. Product: [N:1]1([C:13]2[CH:20]=[CH:19][CH:18]=[CH:17][C:14]=2[C:15]#[N:16])[C:5]2[CH:6]=[CH:7][CH:8]=[CH:9][C:4]=2[N:3]=[CH:2]1. The catalyst class is: 35. (2) Reactant: [C:1]([OH:9])(=O)[C:2]1[CH:7]=[CH:6][CH:5]=[CH:4][CH:3]=1.Cl.[C:11]1([CH:17]2[O:22][CH2:21][CH2:20][NH:19][CH2:18]2)[CH:16]=[CH:15][CH:14]=[CH:13][CH:12]=1.C([N:25](CC)CC)C.CN(C(ON1N=NC2C=CC=NC1=2)=[N+](C)C)C.F[P-](F)(F)(F)(F)F. Product: [NH2:25][C:5]1[CH:6]=[CH:7][C:2]([C:1]([N:19]2[CH2:20][CH2:21][O:22][CH:17]([C:11]3[CH:12]=[CH:13][CH:14]=[CH:15][CH:16]=3)[CH2:18]2)=[O:9])=[CH:3][CH:4]=1. The catalyst class is: 245. (3) Reactant: [F:1][C:2]1[CH:7]=[C:6]([N+:8]([O-])=O)[CH:5]=[CH:4][C:3]=1[O:11][CH:12]1[CH2:17][CH2:16][N:15]([CH2:18][CH2:19][S:20]([CH3:23])(=[O:22])=[O:21])[CH2:14][CH2:13]1.[BH4-].[Na+]. Product: [F:1][C:2]1[CH:7]=[C:6]([NH2:8])[CH:5]=[CH:4][C:3]=1[O:11][CH:12]1[CH2:17][CH2:16][N:15]([CH2:18][CH2:19][S:20]([CH3:23])(=[O:22])=[O:21])[CH2:14][CH2:13]1.[F:1][C:2]1[CH:7]=[C:6]([NH2:8])[CH:5]=[CH:4][C:3]=1[O:11][CH:12]1[CH2:17][CH2:16][N:15]([CH2:18][CH2:19][S:20]([CH3:23])(=[O:22])=[O:21])[CH2:14][CH2:13]1. The catalyst class is: 652. (4) Reactant: [CH3:1][N:2]([CH2:4][C-:5]1[CH:9]=[CH:8][CH:7]=[CH:6]1)[CH3:3].[CH3:10][Si:11]([CH3:18])([CH3:17])[C-:12]1[CH:16]=[CH:15][CH:14]=[CH:13]1.[Fe+2:19].C([Li])CCC.C(=O)=O.CC(C)=O.[CH3:32][N+:33]([CH3:35])=[CH2:34].[I-]. Product: [CH3:1][N:2]([CH2:4][C-:5]1[CH:9]=[CH:8][CH:7]=[C:6]1[CH2:32][N:33]([CH3:35])[CH3:34])[CH3:3].[CH3:10][Si:11]([CH3:18])([CH3:17])[C-:12]1[CH:16]=[CH:15][CH:14]=[CH:13]1.[Fe+2:19]. The catalyst class is: 385.